Dataset: Reaction yield outcomes from USPTO patents with 853,638 reactions. Task: Predict the reaction yield, written as a fraction of the theoretical maximum amount of product (1.0 means a 100% yield; for example, 0.34 means a 34% yield). (1) The reactants are [C:1]1(P(C2C=CC=CC=2)C2C=CC=CC=2)C=CC=CC=1.O[CH:21](C)[CH2:22][NH:23][C:24](=[O:30])[O:25][C:26]([CH3:29])([CH3:28])[CH3:27].[O:32]([CH2:39][C:40]1[CH:44]=[C:43]([C:45]([O:47][CH2:48][CH3:49])=[O:46])[NH:42][N:41]=1)[C:33]1[CH:38]=[CH:37][CH:36]=[CH:35][CH:34]=1. The catalyst is C1COCC1. The product is [C:26]([O:25][C:24]([NH:23][CH:22]([CH3:21])[CH2:1][N:42]1[C:43]([C:45]([O:47][CH2:48][CH3:49])=[O:46])=[CH:44][C:40]([CH2:39][O:32][C:33]2[CH:38]=[CH:37][CH:36]=[CH:35][CH:34]=2)=[N:41]1)=[O:30])([CH3:27])([CH3:28])[CH3:29]. The yield is 0.728. (2) The product is [I:13][C:10]1[CH:11]=[C:12]2[C:7]([CH2:6][CH2:5][NH:4]2)=[CH:8][CH:9]=1. The yield is 0.640. The reactants are C([N:4]1[C:12]2[C:7](=[CH:8][CH:9]=[C:10]([I:13])[CH:11]=2)[CH2:6][CH2:5]1)(=O)C.[OH-].[Na+].CCO. The catalyst is O.